From a dataset of Reaction yield outcomes from USPTO patents with 853,638 reactions. Predict the reaction yield, written as a fraction of the theoretical maximum amount of product (1.0 means a 100% yield; for example, 0.34 means a 34% yield). (1) The reactants are Cl[C:2]1[CH:7]=[C:6]([N+:8]([O-:10])=[O:9])[C:5]([CH3:11])=[CH:4][N+:3]=1[O-:12].[CH3:13][O:14][C:15]1[CH:20]=[C:19]([O:21][CH3:22])[CH:18]=[CH:17][C:16]=1[CH2:23][NH2:24].CCN(C(C)C)C(C)C. The catalyst is C(O)CCC. The product is [CH3:13][O:14][C:15]1[CH:20]=[C:19]([O:21][CH3:22])[CH:18]=[CH:17][C:16]=1[CH2:23][NH:24][C:2]1[N+:3]([O-:12])=[CH:4][C:5]([CH3:11])=[C:6]([N+:8]([O-:10])=[O:9])[CH:7]=1. The yield is 0.670. (2) The reactants are C1COCC1.C([O-])([O-])=O.[K+].[K+].[C:12]1([S:18]([O-:20])=[O:19])[CH:17]=[CH:16][CH:15]=[CH:14][CH:13]=1.[Na+].[CH3:22][O:23][C:24]1[CH:25]=[C:26]([CH:29]=[CH:30][CH:31]=1)[CH2:27]Br. The catalyst is O. The product is [CH3:22][O:23][C:24]1[CH:25]=[C:26]([CH2:27][S:18]([C:12]2[CH:17]=[CH:16][CH:15]=[CH:14][CH:13]=2)(=[O:20])=[O:19])[CH:29]=[CH:30][CH:31]=1. The yield is 0.990.